The task is: Predict the product of the given reaction.. This data is from Forward reaction prediction with 1.9M reactions from USPTO patents (1976-2016). (1) Given the reactants Cl[C:2]1[CH:11]=[CH:10][C:9]2[C:8]3[C:12]4[NH:19][CH2:18][C@@H:17]([CH3:20])[NH:16][C:15](=[O:21])[C:13]=4[S:14][C:7]=3[CH:6]=[CH:5][C:4]=2[N:3]=1.C1C=CC(P(C2C(C3C(P(C4C=CC=CC=4)C4C=CC=CC=4)=CC=C4C=3C=CC=C4)=C3C(C=CC=C3)=CC=2)C2C=CC=CC=2)=CC=1.C(=O)([O-])[O-].[Cs+].[Cs+].[CH3:74][N:75]([CH3:87])[CH2:76][CH2:77][O:78][C:79]1[N:84]=[C:83]([NH2:85])[CH:82]=[C:81]([F:86])[N:80]=1, predict the reaction product. The product is: [CH3:74][N:75]([CH3:87])[CH2:76][CH2:77][O:78][C:79]1[N:84]=[C:83]([NH:85][C:2]2[CH:11]=[CH:10][C:9]3[C:8]4[C:12]5[NH:19][CH2:18][C@@H:17]([CH3:20])[NH:16][C:15](=[O:21])[C:13]=5[S:14][C:7]=4[CH:6]=[CH:5][C:4]=3[N:3]=2)[CH:82]=[C:81]([F:86])[N:80]=1. (2) Given the reactants CC(C)(S([NH:6][C:7]1([CH3:21])[CH2:12][CH2:11][CH:10]([NH:13][C:14](=[O:20])[O:15][C:16]([CH3:19])([CH3:18])[CH3:17])[CH2:9][CH2:8]1)=O)C.[ClH:23], predict the reaction product. The product is: [ClH:23].[NH2:6][C:7]1([CH3:21])[CH2:12][CH2:11][CH:10]([NH:13][C:14](=[O:20])[O:15][C:16]([CH3:18])([CH3:17])[CH3:19])[CH2:9][CH2:8]1. (3) Given the reactants [F:1][C:2]1[CH:3]=[C:4]2[C:9](=[CH:10][CH:11]=1)[N:8]=[CH:7][CH:6]=[C:5]2[N:12]1[CH2:17][CH2:16][CH:15]([CH:18]([CH2:24][CH3:25])[C:19]([O:21]CC)=[O:20])[CH2:14][CH2:13]1.[OH-].[Na+], predict the reaction product. The product is: [F:1][C:2]1[CH:3]=[C:4]2[C:9](=[CH:10][CH:11]=1)[N:8]=[CH:7][CH:6]=[C:5]2[N:12]1[CH2:17][CH2:16][CH:15]([CH:18]([CH2:24][CH3:25])[C:19]([OH:21])=[O:20])[CH2:14][CH2:13]1. (4) The product is: [C:27]([O:25][C:18]1[C:19]([C:21]([O:23][CH3:24])=[O:22])=[N:20][C:15]([C:12]([NH:11][C:9]([O:8][CH2:1][C:2]2[CH:7]=[CH:6][CH:5]=[CH:4][CH:3]=2)=[O:10])([CH3:14])[CH3:13])=[N:16][C:17]=1[OH:26])(=[O:34])[C:28]1[CH:33]=[CH:32][CH:31]=[CH:30][CH:29]=1. Given the reactants [CH2:1]([O:8][C:9]([NH:11][C:12]([C:15]1[N:20]=[C:19]([C:21]([O:23][CH3:24])=[O:22])[C:18]([OH:25])=[C:17]([OH:26])[N:16]=1)([CH3:14])[CH3:13])=[O:10])[C:2]1[CH:7]=[CH:6][CH:5]=[CH:4][CH:3]=1.[C:27](O[C:27](=[O:34])[C:28]1[CH:33]=[CH:32][CH:31]=[CH:30][CH:29]=1)(=[O:34])[C:28]1[CH:33]=[CH:32][CH:31]=[CH:30][CH:29]=1, predict the reaction product. (5) Given the reactants [BH4-].[Na+].[F:3][C:4]1[CH:9]=[C:8]([F:10])[CH:7]=[CH:6][C:5]=1[C:11](=[O:29])[CH:12]([CH2:18][C:19]1[CH:24]=[CH:23][C:22]([C:25]([F:28])([F:27])[F:26])=[CH:21][CH:20]=1)[C:13]([O:15][CH2:16][CH3:17])=[O:14].Cl, predict the reaction product. The product is: [F:3][C:4]1[CH:9]=[C:8]([F:10])[CH:7]=[CH:6][C:5]=1[CH:11]([OH:29])[CH:12]([CH2:18][C:19]1[CH:24]=[CH:23][C:22]([C:25]([F:26])([F:27])[F:28])=[CH:21][CH:20]=1)[C:13]([O:15][CH2:16][CH3:17])=[O:14]. (6) Given the reactants [NH2:1][C:2]1[N:7]=[CH:6][C:5]([C:8]2[N:9]=[C:10]3[C:15](=[CH:16][CH:17]=2)[N:14]=[CH:13][C:12]2[CH:18]=[CH:19][C:20](=[O:45])[N:21]([C:22]4[CH:27]=[CH:26][C:25]([N:28]5[CH2:33][CH2:32][N:31](C(OC(C)(C)C)=O)[CH2:30][CH2:29]5)=[C:24]([C:41]([F:44])([F:43])[F:42])[CH:23]=4)[C:11]3=2)=[CH:4][CH:3]=1.[ClH:46], predict the reaction product. The product is: [ClH:46].[NH2:1][C:2]1[N:7]=[CH:6][C:5]([C:8]2[N:9]=[C:10]3[C:15](=[CH:16][CH:17]=2)[N:14]=[CH:13][C:12]2[CH:18]=[CH:19][C:20](=[O:45])[N:21]([C:22]4[CH:27]=[CH:26][C:25]([N:28]5[CH2:33][CH2:32][NH:31][CH2:30][CH2:29]5)=[C:24]([C:41]([F:44])([F:43])[F:42])[CH:23]=4)[C:11]3=2)=[CH:4][CH:3]=1. (7) Given the reactants [NH2:1][C:2]1[S:3][C:4]2[CH:10]=[C:9]([O:11][C:12]3[CH:13]=[C:14]([NH:20][C:21](=[O:33])[C:22]4[CH:27]=[CH:26][CH:25]=[C:24]([C:28]5([C:31]#[N:32])[CH2:30][CH2:29]5)[CH:23]=4)[CH:15]=[CH:16][C:17]=3[O:18][CH3:19])[CH:8]=[CH:7][C:5]=2[N:6]=1.Cl[CH2:35][C:36](Cl)=[O:37].O.[CH3:40][N:41]1[CH2:46][CH2:45][NH:44][CH2:43][CH2:42]1, predict the reaction product. The product is: [C:31]([C:28]1([C:24]2[CH:23]=[C:22]([CH:27]=[CH:26][CH:25]=2)[C:21]([NH:20][C:14]2[CH:15]=[CH:16][C:17]([O:18][CH3:19])=[C:12]([O:11][C:9]3[CH:8]=[CH:7][C:5]4[N:6]=[C:2]([NH:1][C:36](=[O:37])[CH2:35][N:44]5[CH2:45][CH2:46][N:41]([CH3:40])[CH2:42][CH2:43]5)[S:3][C:4]=4[CH:10]=3)[CH:13]=2)=[O:33])[CH2:30][CH2:29]1)#[N:32]. (8) Given the reactants [CH3:1][C:2]1[N:7]2[N:8]=[C:9](/[CH:11]=[CH:12]/[C:13]3[N:17]([CH3:18])[N:16]=[C:15]([N:19]4[CH2:23][CH2:22][CH2:21][C:20]4=[O:24])[N:14]=3)[N:10]=[C:6]2[C:5]([CH3:25])=[N:4][CH:3]=1, predict the reaction product. The product is: [CH3:1][C:2]1[N:7]2[N:8]=[C:9]([CH2:11][CH2:12][C:13]3[N:17]([CH3:18])[N:16]=[C:15]([N:19]4[CH2:23][CH2:22][CH2:21][C:20]4=[O:24])[N:14]=3)[N:10]=[C:6]2[C:5]([CH3:25])=[N:4][CH:3]=1.